Dataset: TCR-epitope binding with 47,182 pairs between 192 epitopes and 23,139 TCRs. Task: Binary Classification. Given a T-cell receptor sequence (or CDR3 region) and an epitope sequence, predict whether binding occurs between them. (1) The TCR CDR3 sequence is CASSDRIDTQYF. The epitope is KAYNVTQAF. Result: 0 (the TCR does not bind to the epitope). (2) The epitope is FIAGLIAIV. The TCR CDR3 sequence is CAISGGLNEQFF. Result: 1 (the TCR binds to the epitope). (3) The epitope is EIYKRWII. The TCR CDR3 sequence is CSGGPLETQYF. Result: 1 (the TCR binds to the epitope). (4) The epitope is FLPRVFSAV. The TCR CDR3 sequence is CASSLGGEPPTDTQYF. Result: 1 (the TCR binds to the epitope).